Dataset: Forward reaction prediction with 1.9M reactions from USPTO patents (1976-2016). Task: Predict the product of the given reaction. (1) Given the reactants Cl[C:2]1[C:3]([CH2:10][N:11]2[CH:15]=[CH:14][N:13]=[C:12]2[C:16]2[CH:21]=[CH:20][CH:19]=[C:18]([F:22])[N:17]=2)=[N:4][CH:5]=[C:6]([O:8][CH3:9])[N:7]=1.C([Sn](CCCC)(CCCC)[C:28]1[CH:33]=[CH:32][CH:31]=[CH:30][N:29]=1)CCC, predict the reaction product. The product is: [F:22][C:18]1[N:17]=[C:16]([C:12]2[N:11]([CH2:10][C:3]3[C:2]([C:28]4[CH:33]=[CH:32][CH:31]=[CH:30][N:29]=4)=[N:7][C:6]([O:8][CH3:9])=[CH:5][N:4]=3)[CH:15]=[CH:14][N:13]=2)[CH:21]=[CH:20][CH:19]=1. (2) Given the reactants [OH:1][CH2:2][CH:3]([CH2:5][OH:6])[OH:4].[C:7]([OH:24])(=O)[CH2:8][CH2:9][CH2:10][CH2:11][CH2:12][CH2:13][CH2:14][CH2:15][CH2:16][CH2:17][CH2:18][CH2:19][CH2:20][CH2:21][CH3:22], predict the reaction product. The product is: [CH2:22]([O:1][CH2:2][CH:3]([CH2:5][OH:6])[OH:4])[CH2:21][CH2:20][CH2:19][CH2:18][CH2:17][CH2:16][CH2:15][CH2:14][CH2:13][CH2:12][CH2:11][CH2:10][CH2:9][CH2:8][CH3:7].[CH3:2][CH2:3][O:24][CH2:7][CH3:8]. (3) Given the reactants [CH:1]1(C(O)(CC2OC(C)(C)OC(=O)C=2)CCC2C=CC(C(CC)(CC)C#N)=C(F)C=2)CCC[CH2:2]1.[CH:34]1([C:39]([OH:64])([CH2:54][C:55]2[O:56]C(C)(C)O[C:59](=[O:61])[CH:60]=2)[CH2:40][CH2:41][C:42]2[CH:47]=[CH:46][C:45]([C:48]3([C:51]#[N:52])[CH2:50][CH2:49]3)=[C:44]([F:53])[CH:43]=2)[CH2:38][CH2:37][CH2:36][CH2:35]1, predict the reaction product. The product is: [CH:34]1([C:39]2([CH2:40][CH2:41][C:42]3[CH:47]=[CH:46][C:45]([C:48]([CH2:1][CH3:2])([CH2:50][CH3:49])[C:51]#[N:52])=[C:44]([F:53])[CH:43]=3)[CH2:54][C:55](=[O:56])[CH2:60][C:59](=[O:61])[O:64]2)[CH2:38][CH2:37][CH2:36][CH2:35]1. (4) Given the reactants [OH:1][C:2]1[CH:12]=[CH:11][C:5]([C:6]([O:8][CH2:9]C)=[O:7])=[CH:4][CH:3]=1.[O:13]1[CH2:18][CH2:17][CH:16](O)[CH2:15][CH2:14]1.C1C=CC(P(C2C=CC=CC=2)C2C=CC=CC=2)=CC=1.CCOC(/N=N/C(OCC)=O)=O, predict the reaction product. The product is: [O:13]1[CH2:18][CH2:17][CH:16]([O:1][C:2]2[CH:12]=[CH:11][C:5]([C:6]([O:8][CH3:9])=[O:7])=[CH:4][CH:3]=2)[CH2:15][CH2:14]1. (5) Given the reactants [Br:1][C:2]1[CH:7]=[CH:6][C:5]([CH2:8][CH2:9]O)=[CH:4][CH:3]=1.C1C=CC(P(C2C=CC=CC=2)C2C=CC=CC=2)=CC=1.[I:30]I, predict the reaction product. The product is: [Br:1][C:2]1[CH:7]=[CH:6][C:5]([CH2:8][CH2:9][I:30])=[CH:4][CH:3]=1. (6) Given the reactants [NH3:1].CO.[CH2:4]([C:11]1O[C:14]2=[N:15][C:16](=[O:25])[N:17]([CH2:19][CH2:20][CH2:21][CH2:22][C:23]#[N:24])[CH:18]=[C:13]2[CH:12]=1)[C:5]1[CH:10]=[CH:9][CH:8]=[CH:7][CH:6]=1, predict the reaction product. The product is: [CH2:4]([C:11]1[NH:1][C:14]2=[N:15][C:16](=[O:25])[N:17]([CH2:19][CH2:20][CH2:21][CH2:22][C:23]#[N:24])[CH:18]=[C:13]2[CH:12]=1)[C:5]1[CH:10]=[CH:9][CH:8]=[CH:7][CH:6]=1. (7) Given the reactants [Cl:1][C:2]1[C:3]([NH:9]C(=O)C(C)(C)C)=[N:4][C:5]([Cl:8])=[CH:6][CH:7]=1.O.N1C=CC=CC=1.[OH-].[Na+], predict the reaction product. The product is: [Cl:1][C:2]1[C:3]([NH2:9])=[N:4][C:5]([Cl:8])=[CH:6][CH:7]=1. (8) Given the reactants [OH:1][C:2]1[CH:7]=[CH:6][N:5]([C:8]2[CH:13]=[CH:12][C:11]([S:14]([CH3:17])(=[O:16])=[O:15])=[CH:10][CH:9]=2)[C:4](=[O:18])[CH:3]=1.[CH3:19][C@H:20]1[CH2:25][C@@H:24](OS(C)(=O)=O)[CH2:23][CH2:22][N:21]1[C:31]([O:33][C:34]([CH3:37])([CH3:36])[CH3:35])=[O:32].C(=O)([O-])[O-].[K+].[K+], predict the reaction product. The product is: [CH3:19][CH:20]1[CH2:25][CH:24]([O:1][C:2]2[CH:7]=[CH:6][N:5]([C:8]3[CH:9]=[CH:10][C:11]([S:14]([CH3:17])(=[O:16])=[O:15])=[CH:12][CH:13]=3)[C:4](=[O:18])[CH:3]=2)[CH2:23][CH2:22][N:21]1[C:31]([O:33][C:34]([CH3:35])([CH3:37])[CH3:36])=[O:32].